From a dataset of Reaction yield outcomes from USPTO patents with 853,638 reactions. Predict the reaction yield, written as a fraction of the theoretical maximum amount of product (1.0 means a 100% yield; for example, 0.34 means a 34% yield). The reactants are Br[C:2]1[CH:3]=[C:4]([C:9]2[N:10]=[N:11][N:12]([CH:14]([CH3:16])[CH3:15])[CH:13]=2)[C:5]([NH2:8])=[N:6][CH:7]=1.[F:17][C:18]1[CH:23]=[CH:22][C:21](B(O)O)=[CH:20][C:19]=1[C:27]([N:29]1[CH2:34][CH2:33][O:32][CH2:31][CH2:30]1)=[O:28].O.C([O-])([O-])=O.[Cs+].[Cs+]. The catalyst is O1CCOCC1.CCOC(C)=O.C1C=CC([P]([Pd]([P](C2C=CC=CC=2)(C2C=CC=CC=2)C2C=CC=CC=2)([P](C2C=CC=CC=2)(C2C=CC=CC=2)C2C=CC=CC=2)[P](C2C=CC=CC=2)(C2C=CC=CC=2)C2C=CC=CC=2)(C2C=CC=CC=2)C2C=CC=CC=2)=CC=1. The product is [NH2:8][C:5]1[N:6]=[CH:7][C:2]([C:21]2[CH:22]=[CH:23][C:18]([F:17])=[C:19]([C:27]([N:29]3[CH2:30][CH2:31][O:32][CH2:33][CH2:34]3)=[O:28])[CH:20]=2)=[CH:3][C:4]=1[C:9]1[N:10]=[N:11][N:12]([CH:14]([CH3:16])[CH3:15])[CH:13]=1. The yield is 0.724.